From a dataset of Full USPTO retrosynthesis dataset with 1.9M reactions from patents (1976-2016). Predict the reactants needed to synthesize the given product. (1) The reactants are: Cl.[NH:2]1[C:6]2[CH:7]=[CH:8][CH:9]=[CH:10][C:5]=2[N:4]=[C:3]1[C@@H:11]1[CH2:15][C:14](=[N:16][O:17][CH3:18])[CH2:13][N:12]1C(OC(C)(C)C)=O. Given the product [CH3:18][O:17][N:16]=[C:14]1[CH2:15][C@@H:11]([C:3]2[NH:2][C:6]3[CH:7]=[CH:8][CH:9]=[CH:10][C:5]=3[N:4]=2)[NH:12][CH2:13]1, predict the reactants needed to synthesize it. (2) Given the product [Br:33][C:34]1[CH:35]=[CH:36][C:37]([C:40]([N:42]=[C:43]=[S:44])=[O:41])=[CH:38][CH:39]=1.[Br:33][C:34]1[CH:39]=[CH:38][C:37]([C:40]([NH:42][C:43]([NH:30][C:29]2[CH:31]=[CH:32][C:26]([O:25][C:16]3[C:15]4[C:20](=[CH:21][C:22]([O:23][CH3:24])=[C:13]([O:12][CH3:11])[CH:14]=4)[N:19]=[CH:18][CH:17]=3)=[CH:27][CH:28]=2)=[S:44])=[O:41])=[CH:36][CH:35]=1, predict the reactants needed to synthesize it. The reactants are: BrC1C=CC(C(Cl)=O)=CC=1.[CH3:11][O:12][C:13]1[CH:14]=[C:15]2[C:20](=[CH:21][C:22]=1[O:23][CH3:24])[N:19]=[CH:18][CH:17]=[C:16]2[O:25][C:26]1[CH:32]=[CH:31][C:29]([NH2:30])=[CH:28][CH:27]=1.[Br:33][C:34]1[CH:39]=[CH:38][C:37]([C:40]([N:42]=[C:43]=[S:44])=[O:41])=[CH:36][CH:35]=1. (3) Given the product [Cl:22][C:9]([C:10]([F:13])([F:12])[F:11])=[C:3]([C:1]#[N:2])[C:4]([O:6][CH2:7][CH3:8])=[O:5], predict the reactants needed to synthesize it. The reactants are: [C:1]([C:3](=[C:9](O)[C:10]([F:13])([F:12])[F:11])[C:4]([O:6][CH2:7][CH3:8])=[O:5])#[N:2].N1C=CC=CC=1.C(Cl)[Cl:22]. (4) The reactants are: [NH2:1][C:2]1[CH:3]=[C:4]([C:8]2[C:16]3[C:11](=[CH:12][CH:13]=[C:14]([C:17]([NH2:19])=[O:18])[CH:15]=3)[N:10]([CH:20]3[CH2:25][CH2:24][CH2:23][CH2:22][O:21]3)[N:9]=2)[CH:5]=[CH:6][CH:7]=1.[CH3:26][O:27][CH2:28][C:29](Cl)=[O:30].C(N(CC)CC)C.CN(C)C=O. Given the product [CH3:26][O:27][CH2:28][C:29]([NH:1][C:2]1[CH:3]=[C:4]([C:8]2[C:16]3[C:11](=[CH:12][CH:13]=[C:14]([C:17]([NH2:19])=[O:18])[CH:15]=3)[N:10]([CH:20]3[CH2:25][CH2:24][CH2:23][CH2:22][O:21]3)[N:9]=2)[CH:5]=[CH:6][CH:7]=1)=[O:30], predict the reactants needed to synthesize it. (5) Given the product [CH2:14]([O:13][C:11]([CH:10]([NH:17][C@H:18]([C:20]([OH:22])=[O:21])[CH3:19])[CH2:9][C:1](=[O:8])[C:2]1[CH:7]=[CH:6][CH:5]=[CH:4][CH:3]=1)=[O:12])[CH3:15], predict the reactants needed to synthesize it. The reactants are: [C:1](/[CH:9]=[CH:10]/[C:11]([O:13][CH2:14][CH3:15])=[O:12])(=[O:8])[C:2]1[CH:7]=[CH:6][CH:5]=[CH:4][CH:3]=1.[Li+].[NH2:17][C@H:18]([C:20]([O-:22])=[O:21])[CH3:19].Cl. (6) Given the product [C:3]([O:7][C:8]([NH:10][C@H:11]([C:22]([OH:24])=[O:23])[CH2:12][C:13]1[C:21]2[C:16](=[CH:17][CH:18]=[CH:19][CH:20]=2)[N:15]([CH2:26][CH3:27])[CH:14]=1)=[O:9])([CH3:6])([CH3:4])[CH3:5], predict the reactants needed to synthesize it. The reactants are: [OH-].[Na+].[C:3]([O:7][C:8]([NH:10][C@H:11]([C:22]([OH:24])=[O:23])[CH2:12][C:13]1[C:21]2[C:16](=[CH:17][CH:18]=[CH:19][CH:20]=2)[NH:15][CH:14]=1)=[O:9])([CH3:6])([CH3:5])[CH3:4].I[CH2:26][CH3:27]. (7) Given the product [ClH:82].[CH2:21]([N:11]1[C:12]2[C:17](=[CH:16][CH:15]=[C:14]([C:18]([NH:58][C@@H:59]([CH2:73][C:74]3[CH:75]=[C:76]([F:81])[CH:77]=[C:78]([F:80])[CH:79]=3)[C@H:60]([OH:72])[CH2:61][NH:62][CH2:63][C:64]3[CH:69]=[CH:68][CH:67]=[C:66]([CH2:70][CH3:71])[CH:65]=3)=[O:20])[CH:13]=2)[NH:8][CH2:9][CH2:10]1)[CH2:22][CH2:23][CH3:24], predict the reactants needed to synthesize it. The reactants are: C(OC([N:8]1[C:17]2[C:12](=[CH:13][C:14]([C:18]([OH:20])=O)=[CH:15][CH:16]=2)[N:11]([CH2:21][CH2:22][CH2:23][CH3:24])[CH2:10][CH2:9]1)=O)(C)(C)C.CN(C(ON1N=NC2C=CC=CC1=2)=[N+](C)C)C.F[P-](F)(F)(F)(F)F.C(N(C(C)C)CC)(C)C.[NH2:58][C@@H:59]([CH2:73][C:74]1[CH:79]=[C:78]([F:80])[CH:77]=[C:76]([F:81])[CH:75]=1)[C@H:60]([OH:72])[CH2:61][NH:62][CH2:63][C:64]1[CH:69]=[CH:68][CH:67]=[C:66]([CH2:70][CH3:71])[CH:65]=1.[ClH:82]. (8) Given the product [Br:3][C:4]1[CH:5]=[C:6]([C:10]2([C:12]3[CH:17]=[CH:16][C:15]([O:18][CH:19]([F:20])[F:21])=[C:14]([CH3:22])[CH:13]=3)[CH2:11][O:33][C:30](=[O:32])[NH:25]2)[CH:7]=[CH:8][CH:9]=1, predict the reactants needed to synthesize it. The reactants are: II.[Br:3][C:4]1[CH:5]=[C:6]([C:10]([C:12]2[CH:17]=[CH:16][C:15]([O:18][CH:19]([F:21])[F:20])=[C:14]([CH3:22])[CH:13]=2)=[CH2:11])[CH:7]=[CH:8][CH:9]=1.C([N:25](CC)CC)C.[C:30]([O:33]CC)(=[O:32])C.